This data is from Blood-brain barrier permeability classification from the B3DB database. The task is: Regression/Classification. Given a drug SMILES string, predict its absorption, distribution, metabolism, or excretion properties. Task type varies by dataset: regression for continuous measurements (e.g., permeability, clearance, half-life) or binary classification for categorical outcomes (e.g., BBB penetration, CYP inhibition). Dataset: b3db_classification. (1) The molecule is CCNC(Cc1ccccc1)C1CCCO1. The result is 1 (penetrates BBB). (2) The result is 1 (penetrates BBB). The molecule is CCCCC1(CCOC(N)=O)C(=O)NC(=O)NC1=O. (3) The molecule is CC(C)=CCN1CCC2(C)c3cc(O)ccc3CC1C2C. The result is 1 (penetrates BBB). (4) The compound is CS(=O)(=O)c1ccc([C@@H](O)[C@@H](CF)NC(=O)C(Cl)Cl)cc1. The result is 1 (penetrates BBB). (5) The result is 1 (penetrates BBB). The compound is CCCCCC(=O)CC[C@]1(C)[C@@H]2Cc3ccc(O)cc3[C@@]1(C)CCN2C. (6) The drug is CCNCc1c(CSC)cnc(C)c1O. The result is 1 (penetrates BBB). (7) The drug is CCOC(=O)OC1(C(=O)OCCl)CCC2C3CCC4=CC(=O)C=CC4(C)C3C(O)CC21C. The result is 1 (penetrates BBB).